Binary Classification. Given a drug SMILES string, predict its activity (active/inactive) in a high-throughput screening assay against a specified biological target. From a dataset of Cav3 T-type calcium channel HTS with 100,875 compounds. The compound is S1CCN=C1NC(=O)c1oc2c(c1C)cccc2. The result is 0 (inactive).